This data is from Catalyst prediction with 721,799 reactions and 888 catalyst types from USPTO. The task is: Predict which catalyst facilitates the given reaction. (1) Reactant: [CH:1]1([C:7]2[CH:20]=[CH:19][C:10]([O:11][CH2:12][C@H:13]3[O:17][C:16]([NH2:18])=[N:15][CH2:14]3)=[CH:9][CH:8]=2)[CH2:6][CH2:5][CH2:4][CH2:3][CH2:2]1.C1O[C@H]1CCl.C1(C2C=CC(O)=CC=2)CCCCC1.[C:39]([C:46](OCC)=[O:47])#[C:40][C:41]([O:43][CH2:44][CH3:45])=[O:42]. Product: [CH2:44]([O:43][C:41]([C:40]1[N:15]2[CH2:14][C@@H:13]([CH2:12][O:11][C:10]3[CH:19]=[CH:20][C:7]([CH:1]4[CH2:2][CH2:3][CH2:4][CH2:5][CH2:6]4)=[CH:8][CH:9]=3)[O:17][C:16]2=[N:18][C:46](=[O:47])[CH:39]=1)=[O:42])[CH3:45]. The catalyst class is: 8. (2) Reactant: [Br:1][CH2:2][CH2:3][CH2:4][CH2:5][C:6](Cl)=[O:7].[NH2:9][C:10]1[CH:11]=[C:12]2[C:17](=[CH:18][CH:19]=1)[N:16]=[CH:15][CH:14]=[CH:13]2.[OH-].[Na+]. Product: [N:16]1[C:17]2[C:12](=[CH:11][C:10]([NH:9][C:6](=[O:7])[CH2:5][CH2:4][CH2:3][CH2:2][Br:1])=[CH:19][CH:18]=2)[CH:13]=[CH:14][CH:15]=1. The catalyst class is: 4. (3) Reactant: C(OC(=O)[NH:7][C:8]1[CH:13]=[CH:12][C:11]([C:14]2[N:23]=[C:22]3[N:16]([CH2:17][CH2:18][C:19]4[CH:35]=[CH:34][CH:33]=[CH:32][C:20]=4[CH:21]3[O:24][CH:25]3[CH2:30][CH2:29][N:28]([CH3:31])[CH2:27][CH2:26]3)[CH:15]=2)=[CH:10][CH:9]=1)(C)(C)C.FC(F)(F)C(O)=O.O.[OH-].[Na+]. Product: [CH3:31][N:28]1[CH2:27][CH2:26][CH:25]([O:24][CH:21]2[C:20]3[CH:32]=[CH:33][CH:34]=[CH:35][C:19]=3[CH2:18][CH2:17][N:16]3[C:22]2=[N:23][C:14]([C:11]2[CH:10]=[CH:9][C:8]([NH2:7])=[CH:13][CH:12]=2)=[CH:15]3)[CH2:30][CH2:29]1. The catalyst class is: 2. (4) Reactant: Cl.[Cl:2][CH2:3][C:4]1[C:9]([CH3:10])=[C:8]([O:11][CH3:12])[C:7]([CH3:13])=[CH:6][N:5]=1.C(O)C.[C:17]1([P:23]([C:30]2[CH:35]=[CH:34][CH:33]=[CH:32][CH:31]=2)[C:24]2[CH:29]=[CH:28][CH:27]=[CH:26][CH:25]=2)[CH:22]=[CH:21][CH:20]=[CH:19][CH:18]=1. Product: [Cl-:2].[CH3:12][O:11][C:8]1[C:7]([CH3:13])=[CH:6][N:5]=[C:4]([CH2:3][P+:23]([C:24]2[CH:25]=[CH:26][CH:27]=[CH:28][CH:29]=2)([C:30]2[CH:35]=[CH:34][CH:33]=[CH:32][CH:31]=2)[C:17]2[CH:18]=[CH:19][CH:20]=[CH:21][CH:22]=2)[C:9]=1[CH3:10]. The catalyst class is: 1. (5) The catalyst class is: 8. Product: [CH:1](=[C:10]1[CH2:11][CH2:12][CH2:13][C:14](=[CH:1][C:2]2[CH:7]=[CH:6][CH:5]=[CH:4][CH:3]=2)[C:9]1=[O:15])[C:2]1[CH:7]=[CH:6][CH:5]=[CH:4][CH:3]=1. Reactant: [CH:1](=O)[C:2]1[CH:7]=[CH:6][CH:5]=[CH:4][CH:3]=1.[C:9]1(=[O:15])[CH2:14][CH2:13][CH2:12][CH2:11][CH2:10]1.[OH-].[K+]. (6) Reactant: [NH2:1][CH:2]1[CH2:7][CH2:6][CH2:5][CH:4]([C:8]([OH:10])=[O:9])[CH2:3]1.C(=O)([O-])O.[Na+].[CH:16]1[C:28]2[CH:27]([CH2:29][O:30][C:31](ON3C(=O)CCC3=O)=[O:32])[C:26]3[C:21](=[CH:22][CH:23]=[CH:24][CH:25]=3)[C:20]=2[CH:19]=[CH:18][CH:17]=1.Cl. Product: [CH:16]1[C:28]2[CH:27]([CH2:29][O:30][C:31]([NH:1][CH:2]3[CH2:7][CH2:6][CH2:5][CH:4]([C:8]([OH:10])=[O:9])[CH2:3]3)=[O:32])[C:26]3[C:21](=[CH:22][CH:23]=[CH:24][CH:25]=3)[C:20]=2[CH:19]=[CH:18][CH:17]=1. The catalyst class is: 132.